From a dataset of Reaction yield outcomes from USPTO patents with 853,638 reactions. Predict the reaction yield, written as a fraction of the theoretical maximum amount of product (1.0 means a 100% yield; for example, 0.34 means a 34% yield). (1) The reactants are [CH:1]1([CH2:7][N:8]([CH2:18][CH2:19][NH:20]C(=O)OC(C)(C)C)[S:9]([C:12]2[CH:17]=[CH:16][CH:15]=[CH:14][N:13]=2)(=[O:11])=[O:10])[CH2:6][CH2:5][CH2:4][CH2:3][CH2:2]1.Cl. The catalyst is CC(O)C. The product is [NH2:20][CH2:19][CH2:18][N:8]([CH2:7][CH:1]1[CH2:6][CH2:5][CH2:4][CH2:3][CH2:2]1)[S:9]([C:12]1[CH:17]=[CH:16][CH:15]=[CH:14][N:13]=1)(=[O:11])=[O:10]. The yield is 0.970. (2) The reactants are [O:1]=[C:2]1[CH2:7][O:6][CH2:5][CH:4]([NH:8][C:9](=[O:18])[O:10][CH2:11][C:12]2[CH:17]=[CH:16][CH:15]=[CH:14][CH:13]=2)[CH2:3]1.O.O.O.O.O.O.O.[Cl-].[Ce+3].[Cl-].[Cl-].[BH4-].[Na+]. The catalyst is CO. The product is [OH:1][CH:2]1[CH2:7][O:6][CH2:5][CH:4]([NH:8][C:9](=[O:18])[O:10][CH2:11][C:12]2[CH:17]=[CH:16][CH:15]=[CH:14][CH:13]=2)[CH2:3]1. The yield is 0.570. (3) The reactants are O.[C:2]([OH:12])(=[O:11])[C:3]1[NH:10][C:8](=[O:9])[NH:7][C:5](=[O:6])[CH:4]=1.[CH2:13]=O.[O:15]1[CH2:20][CH2:19][CH:18]([NH2:21])[CH2:17][CH2:16]1. The yield is 0.460. The product is [O:9]=[C:8]1[NH:10][C:3]([C:2]([OH:12])=[O:11])=[C:4]([CH2:13][NH:21][CH:18]2[CH2:19][CH2:20][O:15][CH2:16][CH2:17]2)[C:5](=[O:6])[NH:7]1. The catalyst is CCO. (4) The reactants are [C:1]([C:3]1[CH:4]=[C:5]([CH2:9][C:10]2[N:11]=[C:12]3[S:19][C:18]([CH3:20])=[C:17]([CH:21]4[CH2:23][CH:22]4[C:24]([NH2:26])=O)[N:13]3[C:14](=[O:16])[CH:15]=2)[CH:6]=[CH:7][CH:8]=1)#[N:2].N12CCCN=C1CCCCC2.C(OP(Cl)(Cl)=O)C. The catalyst is C(Cl)Cl. The product is [C:24]([CH:22]1[CH2:23][CH:21]1[C:17]1[N:13]2[C:14](=[O:16])[CH:15]=[C:10]([CH2:9][C:5]3[CH:4]=[C:3]([CH:8]=[CH:7][CH:6]=3)[C:1]#[N:2])[N:11]=[C:12]2[S:19][C:18]=1[CH3:20])#[N:26]. The yield is 0.780. (5) The reactants are [CH:1]([N:4]=C=NC(C)C)(C)C.[C:10]([O:14][C:15]([N:17]1[CH2:22][CH2:21][N:20]([C:23]2[S:24][CH:25]=[C:26]([C:28](O)=[O:29])[N:27]=2)[CH:19]([CH2:31][O:32][C:33]2[CH:34]=[N:35][CH:36]=[CH:37][CH:38]=2)[CH2:18]1)=[O:16])([CH3:13])([CH3:12])[CH3:11].Cl.CN.C(N(C(C)C)CC)(C)C.ON1C2C=CC=CC=2N=N1.CN(C(ON1N=NC2C=CC=CC1=2)=[N+](C)C)C.[B-](F)(F)(F)F. The catalyst is C(Cl)Cl. The product is [CH3:1][NH:4][C:28]([C:26]1[N:27]=[C:23]([N:20]2[CH2:21][CH2:22][N:17]([C:15]([O:14][C:10]([CH3:13])([CH3:12])[CH3:11])=[O:16])[CH2:18][CH:19]2[CH2:31][O:32][C:33]2[CH:34]=[N:35][CH:36]=[CH:37][CH:38]=2)[S:24][CH:25]=1)=[O:29]. The yield is 0.500. (6) The reactants are [CH2:1]([O:8][C:9]1[C:14]([C:15]2[CH:20]=[CH:19][C:18]([CH3:21])=[CH:17][CH:16]=2)=[CH:13][C:12]([C:22](OC)=[O:23])=[CH:11][C:10]=1[C:26]([CH3:29])([CH3:28])[CH3:27])[C:2]1[CH:7]=[CH:6][CH:5]=[CH:4][CH:3]=1.[H-].[Al+3].[Li+].[H-].[H-].[H-].O.[OH-].[Na+]. The catalyst is C(OCC)C.ClCCl.[O-2].[O-2].[Mn+4]. The product is [CH2:1]([O:8][C:9]1[C:14]([C:15]2[CH:16]=[CH:17][C:18]([CH3:21])=[CH:19][CH:20]=2)=[CH:13][C:12]([CH:22]=[O:23])=[CH:11][C:10]=1[C:26]([CH3:29])([CH3:28])[CH3:27])[C:2]1[CH:7]=[CH:6][CH:5]=[CH:4][CH:3]=1. The yield is 0.850. (7) The reactants are [Br:1][C:2]1[CH:6]=[C:5](Br)[S:4][C:3]=1[C:8]1[S:9][C:10](Br)=[CH:11][C:12]=1[Br:13].C1COCC1.C([Li])CCC.Cl[Si:26]([CH3:29])([CH3:28])[CH3:27]. The catalyst is CCCCCC.O. The product is [Br:1][C:2]1[CH:6]=[C:5]([Si:26]([CH3:29])([CH3:28])[CH3:27])[S:4][C:3]=1[C:8]1[S:9][C:10]([Si:26]([CH3:29])([CH3:28])[CH3:27])=[CH:11][C:12]=1[Br:13]. The yield is 0.710.